Dataset: Peptide-MHC class I binding affinity with 185,985 pairs from IEDB/IMGT. Task: Regression. Given a peptide amino acid sequence and an MHC pseudo amino acid sequence, predict their binding affinity value. This is MHC class I binding data. (1) The peptide sequence is SGFIEAEVI. The MHC is Mamu-B01 with pseudo-sequence Mamu-B01. The binding affinity (normalized) is 0.617. (2) The peptide sequence is YAQMWTLMY. The MHC is HLA-C12:03 with pseudo-sequence HLA-C12:03. The binding affinity (normalized) is 0.936. (3) The peptide sequence is MANIFRGSY. The MHC is HLA-A01:01 with pseudo-sequence HLA-A01:01. The binding affinity (normalized) is 0.0351. (4) The peptide sequence is NLDLFMSHVK. The MHC is HLA-A33:01 with pseudo-sequence HLA-A33:01. The binding affinity (normalized) is 0.264. (5) The peptide sequence is GTEYRLTLY. The MHC is HLA-A02:01 with pseudo-sequence HLA-A02:01. The binding affinity (normalized) is 0.0847. (6) The peptide sequence is FPPTSFGPL. The MHC is HLA-B35:01 with pseudo-sequence HLA-B35:01. The binding affinity (normalized) is 0.356. (7) The peptide sequence is KEHVIQNAF. The MHC is HLA-B44:02 with pseudo-sequence HLA-B44:02. The binding affinity (normalized) is 0.672. (8) The peptide sequence is QTSTLYDFY. The MHC is HLA-B27:05 with pseudo-sequence HLA-B27:05. The binding affinity (normalized) is 0.0847. (9) The MHC is HLA-B15:03 with pseudo-sequence HLA-B15:03. The binding affinity (normalized) is 0.0232. The peptide sequence is ERYFRINSL. (10) The MHC is Mamu-B08 with pseudo-sequence Mamu-B08. The binding affinity (normalized) is 0.392. The peptide sequence is RLERWHSL.